From a dataset of Forward reaction prediction with 1.9M reactions from USPTO patents (1976-2016). Predict the product of the given reaction. (1) Given the reactants [NH2:1][C@@H:2]1[CH2:7][CH2:6][C@H:5]([N:8]2[C:13](=[O:14])[C:12]3[CH:15]=[C:16]([F:19])[CH:17]=[N:18][C:11]=3[N:10]([C:20]3[CH:21]=[C:22]([C:26]4[CH:31]=[CH:30][C:29]([CH2:32][N:33]5[CH2:39][CH2:38][CH2:37][N:36]([CH3:40])[CH2:35][CH2:34]5)=[CH:28][CH:27]=4)[CH:23]=[CH:24][CH:25]=3)[C:9]2=[O:41])[CH2:4][CH2:3]1.[C:42]([O:46][C:47]([NH:49][C@H:50]([CH:54]([CH3:56])[CH3:55])[C:51](O)=[O:52])=[O:48])([CH3:45])([CH3:44])[CH3:43], predict the reaction product. The product is: [F:19][C:16]1[CH:17]=[N:18][C:11]2[N:10]([C:20]3[CH:21]=[C:22]([C:26]4[CH:27]=[CH:28][C:29]([CH2:32][N:33]5[CH2:39][CH2:38][CH2:37][N:36]([CH3:40])[CH2:35][CH2:34]5)=[CH:30][CH:31]=4)[CH:23]=[CH:24][CH:25]=3)[C:9](=[O:41])[N:8]([C@@H:5]3[CH2:6][CH2:7][C@H:2]([NH:1][C:51]([C@H:50]([NH:49][C:47](=[O:48])[O:46][C:42]([CH3:43])([CH3:45])[CH3:44])[CH:54]([CH3:56])[CH3:55])=[O:52])[CH2:3][CH2:4]3)[C:13](=[O:14])[C:12]=2[CH:15]=1. (2) Given the reactants Cl.[Cl:2][C:3]1[CH:8]=[CH:7][C:6]([NH:9]N)=[CH:5][CH:4]=1.Br[CH2:12][CH2:13][CH:14]1[CH2:19][CH2:18][CH2:17][CH2:16][CH2:15]1.C(N(CC)CC)C.Cl.[CH3:28][N:29]1[CH2:34][CH2:33][C:32](=O)[CH2:31][CH2:30]1, predict the reaction product. The product is: [Cl:2][C:3]1[CH:8]=[CH:7][C:6]2[N:9]([CH2:12][CH2:13][CH:14]3[CH2:19][CH2:18][CH2:17][CH2:16][CH2:15]3)[C:32]3[CH2:33][CH2:34][N:29]([CH3:28])[CH2:30][C:31]=3[C:5]=2[CH:4]=1. (3) Given the reactants C([O-])([O-])=O.[K+].[K+].[N:18]1[CH:19]=[CH:20][CH:21]=[CH:22][C:17]=1C(=O)CC([C:17]1[CH:22]=[CH:21][CH:20]=[CH:19][N:18]=1)=O.[Cl:24][C:25]1[CH:26]=[C:27]([C:33]2[CH:37]=[CH:36][N:35]([CH2:38][C@@H:39]([NH:41][C:42]([C:44]3[N:45]=[C:46]([CH3:49])[NH:47][CH:48]=3)=[O:43])[CH3:40])[N:34]=2)[CH:28]=[CH:29][C:30]=1[C:31]#[N:32].BrC1C=NC=CC=1, predict the reaction product. The product is: [Cl:24][C:25]1[CH:26]=[C:27]([C:33]2[CH:37]=[CH:36][N:35]([CH2:38][C@@H:39]([NH:41][C:42]([C:44]3[N:45]=[C:46]([CH3:49])[N:47]([C:20]4[CH:19]=[N:18][CH:17]=[CH:22][CH:21]=4)[CH:48]=3)=[O:43])[CH3:40])[N:34]=2)[CH:28]=[CH:29][C:30]=1[C:31]#[N:32]. (4) Given the reactants [CH3:1][N:2]1[CH:6]=[C:5]([C:7]2[CH:8]=[C:9]3[C:14](=[CH:15][CH:16]=2)[NH:13][CH2:12][CH2:11][CH2:10]3)[CH:4]=[N:3]1.Br[C:18]1[C:22]2[CH2:23][N:24]([C:27](=[O:29])[CH3:28])[CH2:25][CH2:26][C:21]=2[N:20]([CH3:30])[N:19]=1.COC(C)(C)C.C1(P(C2CCCCC2)C2C=CC=CC=2C2C(OC(C)C)=CC=CC=2OC(C)C)CCCCC1.C(O[Na])(C)(C)C, predict the reaction product. The product is: [CH3:30][N:20]1[C:21]2[CH2:26][CH2:25][N:24]([C:27](=[O:29])[CH3:28])[CH2:23][C:22]=2[C:18]([N:13]2[C:14]3[C:9](=[CH:8][C:7]([C:5]4[CH:4]=[N:3][N:2]([CH3:1])[CH:6]=4)=[CH:16][CH:15]=3)[CH2:10][CH2:11][CH2:12]2)=[N:19]1. (5) Given the reactants [CH3:1][O:2][C:3]1[CH:10]=[CH:9][C:6]([C:7]#[N:8])=[CH:5][CH:4]=1.[ClH:11].[CH3:12][CH2:13][OH:14], predict the reaction product. The product is: [ClH:11].[CH2:13]([O:14][C:7](=[NH:8])[C:6]1[CH:9]=[CH:10][C:3]([O:2][CH3:1])=[CH:4][CH:5]=1)[CH3:12]. (6) Given the reactants [C:1]([C:3]1[CH:8]=[CH:7][CH:6]=[CH:5][C:4]=1[C:9]1[CH:14]=[CH:13][C:12]([CH2:15][C:16]2[C:17](=[O:42])[N:18]([C@H:28]3[CH2:33][CH2:32][C@H:31]([O:34][CH2:35][C:36](N(OC)C)=[O:37])[CH2:30][CH2:29]3)[C:19]3[N:20]([N:25]=[CH:26][CH:27]=3)[C:21]=2[CH2:22][CH2:23][CH3:24])=[CH:11][CH:10]=1)#[N:2].[CH:43]([Mg]Br)([CH3:45])[CH3:44].C(OCC)(=O)C, predict the reaction product. The product is: [OH:37][CH:36]([CH:43]([CH3:45])[CH3:44])[CH2:35][O:34][C@H:31]1[CH2:32][CH2:33][C@H:28]([N:18]2[C:17](=[O:42])[C:16]([CH2:15][C:12]3[CH:13]=[CH:14][C:9]([C:4]4[C:3]([C:1]#[N:2])=[CH:8][CH:7]=[CH:6][CH:5]=4)=[CH:10][CH:11]=3)=[C:21]([CH2:22][CH2:23][CH3:24])[N:20]3[N:25]=[CH:26][CH:27]=[C:19]23)[CH2:29][CH2:30]1. (7) Given the reactants Br[CH2:2][CH2:3][CH2:4][CH2:5][C:6]([O:8][CH2:9][CH3:10])=[O:7].[Br:11][C:12]1[CH:19]=[CH:18][C:15]([CH:16]=[O:17])=[CH:14][CH:13]=1.CC(C)([O-])C.[K+].[Cl-].[NH4+], predict the reaction product. The product is: [Br:11][C:12]1[CH:19]=[CH:18][C:15]([C@H:16]2[C@H:5]([C:6]([O:8][CH2:9][CH3:10])=[O:7])[CH2:4][CH2:3][CH2:2][O:17]2)=[CH:14][CH:13]=1.